This data is from Peptide-MHC class I binding affinity with 185,985 pairs from IEDB/IMGT. The task is: Regression. Given a peptide amino acid sequence and an MHC pseudo amino acid sequence, predict their binding affinity value. This is MHC class I binding data. (1) The peptide sequence is RAIREYFQF. The MHC is HLA-B57:01 with pseudo-sequence HLA-B57:01. The binding affinity (normalized) is 0.642. (2) The peptide sequence is NTFPNITLK. The MHC is HLA-A68:01 with pseudo-sequence HLA-A68:01. The binding affinity (normalized) is 1.00. (3) The peptide sequence is AARILSEKRK. The MHC is HLA-A68:01 with pseudo-sequence HLA-A68:01. The binding affinity (normalized) is 0.169. (4) The peptide sequence is VLQWASLAV. The MHC is HLA-B45:01 with pseudo-sequence HLA-B45:01. The binding affinity (normalized) is 0. (5) The peptide sequence is VGPRYCPS. The MHC is H-2-Db with pseudo-sequence H-2-Db. The binding affinity (normalized) is 0. (6) The peptide sequence is LPAEVRAAF. The MHC is HLA-A32:15 with pseudo-sequence HLA-A32:15. The binding affinity (normalized) is 0.387.